Dataset: Catalyst prediction with 721,799 reactions and 888 catalyst types from USPTO. Task: Predict which catalyst facilitates the given reaction. Reactant: [Li+].[BH4-].[CH2:3]([O:10][N:11]1[C:17](=[O:18])[N:16]2[CH2:19][C@H:12]1[CH2:13][CH2:14][C@H:15]2[C:20](OCC)=[O:21])[C:4]1[CH:9]=[CH:8][CH:7]=[CH:6][CH:5]=1. Product: [CH2:3]([O:10][N:11]1[C:17](=[O:18])[N:16]2[CH2:19][C@H:12]1[CH2:13][CH2:14][C@H:15]2[CH2:20][OH:21])[C:4]1[CH:5]=[CH:6][CH:7]=[CH:8][CH:9]=1. The catalyst class is: 5.